Dataset: Forward reaction prediction with 1.9M reactions from USPTO patents (1976-2016). Task: Predict the product of the given reaction. (1) Given the reactants [NH2:1][C:2]1[CH:3]=[C:4]([CH:8]2[C:17]([CH3:19])([CH3:18])[CH2:16][C:15]3[C:10](=[CH:11][CH:12]=[C:13]([C:20]([O-:22])=[O:21])[CH:14]=3)[NH:9]2)[CH:5]=[CH:6][CH:7]=1.[CH:23](N(CC)C(C)C)(C)C.[C:32](Cl)(=[O:34])[CH3:33].C(OCC)(=O)C, predict the reaction product. The product is: [C:32]([NH:1][C:2]1[CH:3]=[C:4]([CH:8]2[C:17]([CH3:18])([CH3:19])[CH2:16][C:15]3[C:10](=[CH:11][CH:12]=[C:13]([C:20]([O:22][CH3:23])=[O:21])[CH:14]=3)[NH:9]2)[CH:5]=[CH:6][CH:7]=1)(=[O:34])[CH3:33]. (2) Given the reactants [N:1]([CH2:4][C:5]1[CH:6]=[C:7]([CH:10]=[CH:11][CH:12]=1)[C:8]#[N:9])=[N+]=[N-], predict the reaction product. The product is: [NH2:9][CH2:8][C:7]1[CH:6]=[C:5]([CH:12]=[CH:11][CH:10]=1)[C:4]#[N:1]. (3) Given the reactants [CH3:1][O:2][C:3]([C:5]1[CH:14]=[CH:13][C:12]2[C:7](=[CH:8][CH:9]=[C:10](Br)[CH:11]=2)[CH:6]=1)=[O:4].[F:16][C:17]([F:24])([F:23])[C:18]1[CH:22]=[CH:21][NH:20][N:19]=1, predict the reaction product. The product is: [F:16][C:17]([F:24])([F:23])[C:18]1[N:19]([C:10]2[CH:11]=[C:12]3[C:7](=[CH:8][CH:9]=2)[CH:6]=[C:5]([C:3]([O:2][CH3:1])=[O:4])[CH:14]=[CH:13]3)[N:20]=[CH:21][CH:22]=1.